From a dataset of Forward reaction prediction with 1.9M reactions from USPTO patents (1976-2016). Predict the product of the given reaction. Given the reactants COS(OC)(=O)=O.[CH3:8][C:9]1[CH:14]=[C:13]([N+:15]([O-:17])=[O:16])[CH:12]=[CH:11][N+:10]=1[O-].[C-:19]#[N:20].[K+], predict the reaction product. The product is: [CH3:8][C:9]1[N:10]=[C:11]([C:19]#[N:20])[CH:12]=[C:13]([N+:15]([O-:17])=[O:16])[CH:14]=1.